From a dataset of Peptide-MHC class I binding affinity with 185,985 pairs from IEDB/IMGT. Regression. Given a peptide amino acid sequence and an MHC pseudo amino acid sequence, predict their binding affinity value. This is MHC class I binding data. (1) The peptide sequence is KSINKVYGK. The MHC is Mamu-A2201 with pseudo-sequence Mamu-A2201. The binding affinity (normalized) is 0. (2) The peptide sequence is ATNDGLIKK. The MHC is HLA-A01:01 with pseudo-sequence HLA-A01:01. The binding affinity (normalized) is 0.0847. (3) The peptide sequence is SPKIDRGWV. The MHC is HLA-A02:03 with pseudo-sequence HLA-A02:03. The binding affinity (normalized) is 0.0847. (4) The peptide sequence is HSAYWAFTW. The MHC is HLA-B58:01 with pseudo-sequence HLA-B58:01. The binding affinity (normalized) is 1.00. (5) The peptide sequence is VLRGFLILGK. The MHC is HLA-A03:01 with pseudo-sequence HLA-A03:01. The binding affinity (normalized) is 0.787. (6) The MHC is HLA-B15:01 with pseudo-sequence HLA-B15:01. The binding affinity (normalized) is 0.0847. The peptide sequence is LFVAAAYIV.